Task: Predict the reactants needed to synthesize the given product.. Dataset: Full USPTO retrosynthesis dataset with 1.9M reactions from patents (1976-2016) (1) Given the product [C:28]([C@@H:17]1[CH:18]2[C@:23]([CH3:24])([CH2:22][CH2:21][C:20](=[O:50])[CH2:19]2)[C@@H:25]2[C@H:15]([C@H:6]3[C@@:4]([CH2:27][CH2:26]2)([CH3:5])[C:3](=[O:2])[CH2:8][CH2:7]3)[CH2:16]1)#[CH:29], predict the reactants needed to synthesize it. The reactants are: C1CO[C:8]23OCCO[C:3]2([C@:4]2([CH2:27][CH2:26][C@H:25]4[C@@H:15]([CH2:16][C@H:17]([C:28]#[CH:29])[CH:18]5[C@:23]4([CH3:24])[CH2:22][CH2:21][CH2:20][CH2:19]5)[C@@H:6]2[CH2:7]3)[CH3:5])[O:2]1.C([C@@H]1C2[C@](C)(CCC(=[O:50])C2)[C@@H]2[C@H]([C@H]3[C@@](CC2)(C)C(=O)CC3)C1)#N. (2) Given the product [CH3:1][C:2]1[CH:7]=[C:6]([CH3:8])[N:5]=[C:4]([N:9]2[CH2:16][CH:15]3[CH:11]([CH2:12][N:13]([C:28]([C:26]4[C:25]([O:31][CH2:32][CH2:33][CH3:34])=[CH:24][CH:23]=[C:22]([CH3:21])[N:27]=4)=[O:29])[CH2:14]3)[CH2:10]2)[N:3]=1, predict the reactants needed to synthesize it. The reactants are: [CH3:1][C:2]1[CH:7]=[C:6]([CH3:8])[N:5]=[C:4]([N:9]2[CH2:16][CH:15]3[CH:11]([CH2:12][NH:13][CH2:14]3)[CH2:10]2)[N:3]=1.CC(O)=O.[CH3:21][C:22]1[N:27]=[C:26]([C:28](O)=[O:29])[C:25]([O:31][CH2:32][CH2:33][CH3:34])=[CH:24][CH:23]=1. (3) Given the product [CH3:12][O:13][C:14](=[O:21])[CH:15]([NH:20][C:8]([C:3]1[CH:4]=[CH:5][CH:6]=[CH:7][N:2]=1)=[O:9])[C:16]([O:18][CH3:19])=[O:17], predict the reactants needed to synthesize it. The reactants are: Cl.[N:2]1[CH:7]=[CH:6][CH:5]=[CH:4][C:3]=1[C:8](Cl)=[O:9].Cl.[CH3:12][O:13][C:14](=[O:21])[CH:15]([NH2:20])[C:16]([O:18][CH3:19])=[O:17].C(N(CC)CC)C.C(=O)([O-])O.[Na+]. (4) Given the product [Cl:1][C:2]1[CH:30]=[CH:29][CH:28]=[C:27]([F:31])[C:3]=1[CH2:4][N:5]1[C:13]2[C:12](=[O:14])[N:11]([CH3:15])[C:10](=[O:16])[N:9]([CH3:17])[C:8]=2[N:7]=[C:6]1[N:18]1[CH2:23][CH2:22][CH2:21][CH:20]([C:24]([NH:32][CH2:33][CH2:34][OH:35])=[O:25])[CH2:19]1, predict the reactants needed to synthesize it. The reactants are: [Cl:1][C:2]1[CH:30]=[CH:29][CH:28]=[C:27]([F:31])[C:3]=1[CH2:4][N:5]1[C:13]2[C:12](=[O:14])[N:11]([CH3:15])[C:10](=[O:16])[N:9]([CH3:17])[C:8]=2[N:7]=[C:6]1[N:18]1[CH2:23][CH2:22][CH2:21][CH:20]([C:24](O)=[O:25])[CH2:19]1.[NH2:32][CH2:33][CH2:34][OH:35].CCOC(C)=O.CO. (5) Given the product [CH:18]([N:22]([CH3:20])[CH2:2][C:1]([O:10][C:11]([CH3:12])([CH3:13])[CH3:14])=[O:3])=[O:17], predict the reactants needed to synthesize it. The reactants are: [CH2:1]([OH:3])[CH3:2].Cl.CNCC([O:10][C:11]([CH3:14])([CH3:13])[CH3:12])=O.C([O:17][CH2:18]C)=O.[CH2:20]([N:22](CC)CC)C. (6) Given the product [NH:1]1[CH2:6][CH2:5][CH2:4][CH:3]([NH:7][C:8](=[O:12])[O:9][CH2:10][CH3:11])[CH2:2]1, predict the reactants needed to synthesize it. The reactants are: [N:1]1[CH:6]=[CH:5][CH:4]=[C:3]([NH:7][C:8](=[O:12])[O:9][CH2:10][CH3:11])[CH:2]=1.C(O)(=O)C.[H][H].[OH-].[Na+]. (7) The reactants are: [Si:1]([O:18][CH2:19][C:20](=O)[CH2:21][C:22]([C:29]1[CH:34]=[CH:33][C:32]([F:35])=[CH:31][CH:30]=1)(O)[C:23](OCC)=[O:24])([C:14]([CH3:17])([CH3:16])[CH3:15])([C:8]1[CH:13]=[CH:12][CH:11]=[CH:10][CH:9]=1)[C:2]1[CH:7]=[CH:6][CH:5]=[CH:4][CH:3]=1.O.[NH2:38][NH2:39]. Given the product [Si:1]([O:18][CH2:19][C:20]1[CH:21]=[C:22]([C:29]2[CH:34]=[CH:33][C:32]([F:35])=[CH:31][CH:30]=2)[C:23](=[O:24])[NH:38][N:39]=1)([C:14]([CH3:17])([CH3:16])[CH3:15])([C:8]1[CH:13]=[CH:12][CH:11]=[CH:10][CH:9]=1)[C:2]1[CH:7]=[CH:6][CH:5]=[CH:4][CH:3]=1, predict the reactants needed to synthesize it. (8) Given the product [CH:25]1([NH:31][C:32]([NH:1][C:2]2[N:3]=[C:4]3[C:10]([C:11](=[O:16])[C:12]([CH3:13])([CH3:14])[CH3:15])=[CH:9][N:8]([CH2:17][O:18][CH2:19][CH2:20][Si:21]([CH3:23])([CH3:22])[CH3:24])[C:5]3=[N:6][CH:7]=2)=[O:33])[CH2:30][CH2:29][CH2:28][CH2:27][CH2:26]1, predict the reactants needed to synthesize it. The reactants are: [NH2:1][C:2]1[N:3]=[C:4]2[C:10]([C:11](=[O:16])[C:12]([CH3:15])([CH3:14])[CH3:13])=[CH:9][N:8]([CH2:17][O:18][CH2:19][CH2:20][Si:21]([CH3:24])([CH3:23])[CH3:22])[C:5]2=[N:6][CH:7]=1.[CH:25]1([N:31]=[C:32]=[O:33])[CH2:30][CH2:29][CH2:28][CH2:27][CH2:26]1. (9) Given the product [CH2:1]([N:8]1[CH2:13][CH2:12][CH:11]([N:14]([CH2:15][C:16]2[N:17]=[CH:18][NH:19][CH:20]=2)[C:21](=[O:22])[O:23][C:24]([CH3:27])([CH3:26])[CH3:25])[CH2:10][CH2:9]1)[C:2]1[CH:3]=[CH:4][CH:5]=[CH:6][CH:7]=1, predict the reactants needed to synthesize it. The reactants are: [CH2:1]([N:8]1[CH2:13][CH2:12][CH:11]([NH:14][CH2:15][C:16]2[N:17]=[CH:18][NH:19][CH:20]=2)[CH2:10][CH2:9]1)[C:2]1[CH:7]=[CH:6][CH:5]=[CH:4][CH:3]=1.[C:21](O[C:21]([O:23][C:24]([CH3:27])([CH3:26])[CH3:25])=[O:22])([O:23][C:24]([CH3:27])([CH3:26])[CH3:25])=[O:22].O.NN.